Dataset: Forward reaction prediction with 1.9M reactions from USPTO patents (1976-2016). Task: Predict the product of the given reaction. (1) Given the reactants C(O)(C(F)(F)F)=O.[CH2:8]([O:10][C:11]1[CH:16]=[C:15]([C:17]([O:19]C(C)(C)C)=[O:18])[CH:14]=[C:13]([O:24][CH2:25][CH3:26])[C:12]=1[C:27]1[CH:32]=[CH:31][C:30]([C:33]([O:35][CH3:36])=[O:34])=[CH:29][CH:28]=1)[CH3:9], predict the reaction product. The product is: [CH2:25]([O:24][C:13]1[CH:14]=[C:15]([C:17]([OH:19])=[O:18])[CH:16]=[C:11]([O:10][CH2:8][CH3:9])[C:12]=1[C:27]1[CH:28]=[CH:29][C:30]([C:33]([O:35][CH3:36])=[O:34])=[CH:31][CH:32]=1)[CH3:26]. (2) Given the reactants C([O:3][C:4](=[O:19])[C@@H:5]([O:17][CH3:18])[CH2:6][C:7]1[CH:12]=[CH:11][C:10]([O:13][CH2:14][CH2:15]Br)=[CH:9][CH:8]=1)C.[OH:20][C:21]1[CH:26]=[CH:25][C:24]([NH:27][C:28]([CH:30]2[CH2:34][CH2:33][CH2:32][CH2:31]2)=[O:29])=[CH:23][CH:22]=1.CO[C@@H](CC1C=CC(OCCCOC2C=CC=CC=2)=CC=1)C(O)=O, predict the reaction product. The product is: [CH:30]1([C:28]([NH:27][C:24]2[CH:25]=[CH:26][C:21]([O:20][CH2:15][CH2:14][O:13][C:10]3[CH:9]=[CH:8][C:7]([CH2:6][C@H:5]([O:17][CH3:18])[C:4]([OH:3])=[O:19])=[CH:12][CH:11]=3)=[CH:22][CH:23]=2)=[O:29])[CH2:31][CH2:32][CH2:33][CH2:34]1. (3) Given the reactants [Cl:1][C:2]1[N:7]=[C:6]([NH:8][C:9]2[CH:14]=[CH:13][C:12]([O:15][CH3:16])=[CH:11][C:10]=2[NH:17][S:18]([CH3:21])(=[O:20])=[O:19])[C:5]([Cl:22])=[CH:4][N:3]=1.[CH3:23][O:24][C:25]1[CH:31]=[CH:30][CH:29]=[CH:28][C:26]=1[NH2:27], predict the reaction product. The product is: [ClH:1].[Cl:22][C:5]1[C:6]([NH:8][C:9]2[CH:14]=[CH:13][C:12]([O:15][CH3:16])=[CH:11][C:10]=2[NH:17][S:18]([CH3:21])(=[O:20])=[O:19])=[N:7][C:2]([NH:27][C:26]2[CH:28]=[CH:29][CH:30]=[CH:31][C:25]=2[O:24][CH3:23])=[N:3][CH:4]=1. (4) Given the reactants [CH2:1]([C@H:8]1[CH2:12][O:11][C:10](=[O:13])[N:9]1[C:14](=[O:22])[CH2:15][CH2:16][CH:17]1[CH2:21][CH2:20][CH2:19][CH2:18]1)[C:2]1[CH:7]=[CH:6][CH:5]=[CH:4][CH:3]=1.C(N(C(C)C)CC)(C)C.[CH2:32]([O:39][CH2:40]Cl)[C:33]1[CH:38]=[CH:37][CH:36]=[CH:35][CH:34]=1, predict the reaction product. The product is: [CH:17]1([CH2:16][C@H:15]([CH2:40][O:39][CH2:32][C:33]2[CH:38]=[CH:37][CH:36]=[CH:35][CH:34]=2)[C:14]([N:9]2[C@@H:8]([CH2:1][C:2]3[CH:3]=[CH:4][CH:5]=[CH:6][CH:7]=3)[CH2:12][O:11][C:10]2=[O:13])=[O:22])[CH2:18][CH2:19][CH2:20][CH2:21]1. (5) Given the reactants Br[C:2]1[C:3]([C:8]([OH:10])=[O:9])=[N:4][CH:5]=[CH:6][CH:7]=1.C(=O)([O-])[O-].[K+].[K+].[C:17]([C:21]1[CH:25]=[C:24]([NH2:26])[N:23]([C:27]2[CH:32]=[CH:31][CH:30]=[CH:29][C:28]=2[CH3:33])[N:22]=1)([CH3:20])([CH3:19])[CH3:18], predict the reaction product. The product is: [C:17]([C:21]1[CH:25]=[C:24]([NH:26][C:2]2[C:3]([C:8]([OH:10])=[O:9])=[N:4][CH:5]=[CH:6][CH:7]=2)[N:23]([C:27]2[CH:32]=[CH:31][CH:30]=[CH:29][C:28]=2[CH3:33])[N:22]=1)([CH3:20])([CH3:19])[CH3:18]. (6) Given the reactants [C:1]1([C:7]2[O:11][N:10]=[C:9]([CH2:12][N:13]3C(=O)C4C(=CC=CC=4)C3=O)[CH:8]=2)[CH:6]=[CH:5][CH:4]=[CH:3][CH:2]=1.O.NN, predict the reaction product. The product is: [C:1]1([C:7]2[O:11][N:10]=[C:9]([CH2:12][NH2:13])[CH:8]=2)[CH:2]=[CH:3][CH:4]=[CH:5][CH:6]=1.